This data is from Peptide-MHC class II binding affinity with 134,281 pairs from IEDB. The task is: Regression. Given a peptide amino acid sequence and an MHC pseudo amino acid sequence, predict their binding affinity value. This is MHC class II binding data. (1) The peptide sequence is YDKFLANVITVLTGK. The MHC is DRB1_1101 with pseudo-sequence DRB1_1101. The binding affinity (normalized) is 0.563. (2) The binding affinity (normalized) is 0.312. The peptide sequence is ERFALNPSLLETTEGCQQI. The MHC is DRB1_1101 with pseudo-sequence DRB1_1101. (3) The peptide sequence is TGKLVSLSAQNLVD. The MHC is DRB1_0301 with pseudo-sequence DRB1_0301. The binding affinity (normalized) is 0. (4) The binding affinity (normalized) is 0.437. The peptide sequence is KLAQRRVFHGVAKNP. The MHC is DRB3_0301 with pseudo-sequence DRB3_0301.